Dataset: Choline transporter screen with 302,306 compounds. Task: Binary Classification. Given a drug SMILES string, predict its activity (active/inactive) in a high-throughput screening assay against a specified biological target. (1) The compound is O(c1cc([N+]([O-])=O)c([N+]([O-])=O)cc1)c1nc(OC)nc(OC)n1. The result is 1 (active). (2) The molecule is s1c2c(CC(OC2)(C)C)c2C(NCCCO)N=C(SC)Nc12. The result is 0 (inactive). (3) The compound is Clc1ccc(C2c3c(OC(N)=C2C#N)cc(N)cc3)cc1. The result is 0 (inactive).